Predict the product of the given reaction. From a dataset of Forward reaction prediction with 1.9M reactions from USPTO patents (1976-2016). The product is: [C:19]1([CH3:22])[CH:20]=[CH:21][C:16]([C:14]2[N:13]=[CH:12][N:11]([C:4]3[C:5]4[N:6]([CH:8]=[CH:9][N:10]=4)[CH:7]=[C:2]([C:29]4[CH:30]=[C:25]([NH2:24])[CH:26]=[CH:27][CH:28]=4)[N:3]=3)[CH:15]=2)=[CH:17][CH:18]=1. Given the reactants Br[C:2]1[N:3]=[C:4]([N:11]2[CH:15]=[C:14]([C:16]3[CH:21]=[CH:20][C:19]([CH3:22])=[CH:18][CH:17]=3)[N:13]=[CH:12]2)[C:5]2[N:6]([CH:8]=[CH:9][N:10]=2)[CH:7]=1.Cl.[NH2:24][C:25]1[CH:26]=[C:27](B(O)O)[CH:28]=[CH:29][CH:30]=1.C(=O)([O-])[O-].[Na+].[Na+].COCCOC, predict the reaction product.